Predict the reactants needed to synthesize the given product. From a dataset of Full USPTO retrosynthesis dataset with 1.9M reactions from patents (1976-2016). (1) The reactants are: C(C1N(C2C=CC=CC=2)N=C(C(OCC)=O)C=1C1C=CC(C(O)=O)=CC=1C(N1CCC2C(=CC=CC=2)C1)=O)CCC.C([O:46][C:47]([C:49]1[CH:54]=[CH:53][C:52]([C:55]2[C:56]([C:74]([O:76][CH2:77][CH3:78])=[O:75])=[N:57][N:58]([C:64]3[CH:69]=[CH:68][CH:67]=[C:66]([C:70]([O:72][CH3:73])=[O:71])[CH:65]=3)[C:59]=2[CH2:60][CH2:61][CH2:62][CH3:63])=[C:51]([C:79]([N:81]2[CH2:90][CH2:89][C:88]3[C:83](=[CH:84][CH:85]=[CH:86][CH:87]=3)[CH2:82]2)=[O:80])[CH:50]=1)=[O:48])(C)(C)C. Given the product [CH2:60]([C:59]1[N:58]([C:64]2[CH:69]=[CH:68][CH:67]=[C:66]([C:70]([O:72][CH3:73])=[O:71])[CH:65]=2)[N:57]=[C:56]([C:74]([O:76][CH2:77][CH3:78])=[O:75])[C:55]=1[C:52]1[CH:53]=[CH:54][C:49]([C:47]([OH:48])=[O:46])=[CH:50][C:51]=1[C:79]([N:81]1[CH2:90][CH2:89][C:88]2[C:83](=[CH:84][CH:85]=[CH:86][CH:87]=2)[CH2:82]1)=[O:80])[CH2:61][CH2:62][CH3:63], predict the reactants needed to synthesize it. (2) Given the product [OH:26][CH2:27][C@@H:28]1[C:36]2[C:31](=[CH:32][CH:33]=[CH:34][CH:35]=2)[CH2:30][C@H:29]1[NH:37][C:38](=[O:44])[O:39][C:40]([CH3:42])([CH3:41])[CH3:43], predict the reactants needed to synthesize it. The reactants are: [F-].C([N+](CCCC)(CCCC)CCCC)CCC.[Si]([O:26][CH2:27][C@@H:28]1[C:36]2[C:31](=[CH:32][CH:33]=[CH:34][CH:35]=2)[CH2:30][C@H:29]1[NH:37][C:38](=[O:44])[O:39][C:40]([CH3:43])([CH3:42])[CH3:41])(C(C)(C)C)(C)C. (3) Given the product [F:38][C:17]([F:16])([F:37])[C:18]1[CH:32]=[C:31]([C:33]([F:36])([F:35])[F:34])[CH:30]=[CH:29][C:19]=1[CH2:20][N:21]1[CH2:26][CH2:25][CH:24](/[CH:27]=[C:13]2/[C:9]([N:6]3[CH2:7][CH2:8][C@H:5]3[C:3]([N:2]([CH3:15])[CH3:1])=[O:4])=[N:10][C:11](=[O:14])[S:12]/2)[CH2:23][CH2:22]1, predict the reactants needed to synthesize it. The reactants are: [CH3:1][N:2]([CH3:15])[C:3]([C@@H:5]1[CH2:8][CH2:7][N:6]1[C:9]1[CH2:13][S:12][C:11](=[O:14])[N:10]=1)=[O:4].[F:16][C:17]([F:38])([F:37])[C:18]1[CH:32]=[C:31]([C:33]([F:36])([F:35])[F:34])[CH:30]=[CH:29][C:19]=1[CH2:20][N:21]1[CH2:26][CH2:25][CH:24]([CH:27]=O)[CH2:23][CH2:22]1.C([O-])(=O)C.[NH2+]1CCCCC1. (4) Given the product [CH3:19][N:1]1[C:5]2[CH2:6][N:7]([C:10]([O:12][C:13]([CH3:16])([CH3:15])[CH3:14])=[O:11])[CH2:8][CH2:9][C:4]=2[CH:3]=[N:2]1, predict the reactants needed to synthesize it. The reactants are: [NH:1]1[C:5]2[CH2:6][N:7]([C:10]([O:12][C:13]([CH3:16])([CH3:15])[CH3:14])=[O:11])[CH2:8][CH2:9][C:4]=2[CH:3]=[N:2]1.[H-].[Na+].[CH3:19]I. (5) Given the product [O:21]=[C:18]1[N:15]2[CH2:16][CH2:17][N:12]([C:8]3[C:9]4[C:4](=[CH:3][C:2]([C:29]5[CH:28]=[C:27]([CH:32]=[CH:31][C:30]=5[CH3:33])[C:26]([NH:25][CH:22]5[CH2:23][CH2:24]5)=[O:43])=[CH:11][CH:10]=4)[CH:5]=[N:6][N:7]=3)[CH2:13][C@H:14]2[CH2:20][O:19]1, predict the reactants needed to synthesize it. The reactants are: Cl[C:2]1[CH:3]=[C:4]2[C:9](=[CH:10][CH:11]=1)[C:8]([N:12]1[CH2:17][CH2:16][N:15]3[C:18](=[O:21])[O:19][CH2:20][C@@H:14]3[CH2:13]1)=[N:7][N:6]=[CH:5]2.[CH:22]1([NH:25][C:26](=[O:43])[C:27]2[CH:32]=[CH:31][C:30]([CH3:33])=[C:29](B3OC(C)(C)C(C)(C)O3)[CH:28]=2)[CH2:24][CH2:23]1.C(=O)([O-])[O-].[K+].[K+].C1(P(C2CCCCC2)C2C=CC=CC=2C2C=CC=CC=2C)CCCCC1.